This data is from Full USPTO retrosynthesis dataset with 1.9M reactions from patents (1976-2016). The task is: Predict the reactants needed to synthesize the given product. (1) Given the product [NH2:20][C:19]1[C:9]([S:8][CH2:1][C:2]2[CH:7]=[CH:6][CH:5]=[CH:4][CH:3]=2)=[C:10]([CH:16]=[C:17]([Cl:23])[CH:18]=1)[C:11]([O:13][CH2:14][CH3:15])=[O:12], predict the reactants needed to synthesize it. The reactants are: [CH2:1]([S:8][C:9]1[C:19]([N+:20]([O-])=O)=[CH:18][C:17]([Cl:23])=[CH:16][C:10]=1[C:11]([O:13][CH2:14][CH3:15])=[O:12])[C:2]1[CH:7]=[CH:6][CH:5]=[CH:4][CH:3]=1.[NH4+].[Cl-]. (2) Given the product [CH3:1][C:2]([C:5]1[CH:10]=[CH:9][C:8]([CH2:11][C:12]([N:21]([CH3:20])[O:22][CH3:23])=[O:14])=[CH:7][CH:6]=1)([CH3:4])[CH3:3], predict the reactants needed to synthesize it. The reactants are: [CH3:1][C:2]([C:5]1[CH:10]=[CH:9][C:8]([CH2:11][C:12]([OH:14])=O)=[CH:7][CH:6]=1)([CH3:4])[CH3:3].O=S(Cl)Cl.Cl.[CH3:20][NH:21][O:22][CH3:23].CCN(CC)CC.Cl.